From a dataset of Full USPTO retrosynthesis dataset with 1.9M reactions from patents (1976-2016). Predict the reactants needed to synthesize the given product. The reactants are: C([O:8][C:9]([C:11]1[C:20]([O:21][CH2:22][C:23]2[CH:28]=[CH:27][CH:26]=[CH:25][CH:24]=2)=[CH:19][C:18]2[C:13](=[CH:14][C:15]([O:29][CH3:30])=[CH:16][CH:17]=2)[CH:12]=1)=[O:10])C1C=CC=CC=1.[OH-].[Na+]. Given the product [CH2:22]([O:21][C:20]1[C:11]([C:9]([OH:10])=[O:8])=[CH:12][C:13]2[C:18]([CH:19]=1)=[CH:17][CH:16]=[C:15]([O:29][CH3:30])[CH:14]=2)[C:23]1[CH:24]=[CH:25][CH:26]=[CH:27][CH:28]=1, predict the reactants needed to synthesize it.